Dataset: Full USPTO retrosynthesis dataset with 1.9M reactions from patents (1976-2016). Task: Predict the reactants needed to synthesize the given product. (1) Given the product [CH:42]1([CH2:47][C:48]([N:29]2[CH2:28][CH2:27][CH:26]([C:19]3[CH:18]=[C:17]4[C:22]([CH2:23][CH:24]([CH3:25])[N:15]([C:13]5[CH:14]=[C:9]([N:6]6[CH2:7][CH2:8][N:3]([CH3:2])[CH2:4][CH2:5]6)[N:10]=[C:11]([NH2:32])[N:12]=5)[CH2:16]4)=[CH:21][CH:20]=3)[CH2:31][CH2:30]2)=[O:49])[CH2:46][CH2:45][CH2:44][CH2:43]1, predict the reactants needed to synthesize it. The reactants are: Cl.[CH3:2][N:3]1[CH2:8][CH2:7][N:6]([C:9]2[CH:14]=[C:13]([N:15]3[CH:24]([CH3:25])[CH2:23][C:22]4[C:17](=[CH:18][C:19]([CH:26]5[CH2:31][CH2:30][NH:29][CH2:28][CH2:27]5)=[CH:20][CH:21]=4)[CH2:16]3)[N:12]=[C:11]([NH2:32])[N:10]=2)[CH2:5][CH2:4]1.C(N(CC)C(C)C)(C)C.[CH:42]1([CH2:47][C:48](Cl)=[O:49])[CH2:46][CH2:45][CH2:44][CH2:43]1. (2) Given the product [C:1]([O:5][C:6]([N:8]1[CH2:9][CH2:10][O:31][CH2:12][CH:13]1[C:14]1[NH:15][C:16]([C:19]2[CH:24]=[CH:23][C:22]([Br:25])=[CH:21][CH:20]=2)=[CH:17][N:18]=1)=[O:7])([CH3:4])([CH3:3])[CH3:2], predict the reactants needed to synthesize it. The reactants are: [C:1]([O:5][C:6]([N:8]1[CH:13]([C:14]2[NH:15][C:16]([C:19]3[CH:24]=[CH:23][C:22]([Br:25])=[CH:21][CH:20]=3)=[CH:17][N:18]=2)[CH:12]2C[CH:9]1[CH2:10]C2)=[O:7])([CH3:4])([CH3:3])[CH3:2].C([O:31]C(N1C(C(=O)NCC(C2C=CC(Br)=CC=2)=O)C2CC1CC2)=O)(C)(C)C. (3) The reactants are: [Cl:1][C:2]1[CH:7]=[CH:6][C:5]([NH:8][C:9](=[O:15])[O:10][C:11]([CH3:14])([CH3:13])[CH3:12])=[C:4]([C:16]2[CH:24]=[C:23]3[N:19]([CH:20]([C:25]#[CH:26])[CH2:21][CH2:22]3)[C:18](=[O:27])[CH:17]=2)[CH:3]=1.Cl.[N:29]([C:32]1[CH:38]=[CH:37][C:35]([NH2:36])=[CH:34][CH:33]=1)=[N+:30]=[N-:31].O=C1O[C@H]([C@H](CO)O)C([O-])=C1O.[Na+].C(=O)([O-])O.[Na+]. Given the product [NH2:36][C:35]1[CH:37]=[CH:38][C:32]([N:29]2[CH:26]=[C:25]([CH:20]3[N:19]4[C:23](=[CH:24][C:16]([C:4]5[CH:3]=[C:2]([Cl:1])[CH:7]=[CH:6][C:5]=5[NH:8][C:9](=[O:15])[O:10][C:11]([CH3:14])([CH3:13])[CH3:12])=[CH:17][C:18]4=[O:27])[CH2:22][CH2:21]3)[N:31]=[N:30]2)=[CH:33][CH:34]=1, predict the reactants needed to synthesize it. (4) Given the product [NH2:74][C:75]1([C:81]([NH:41][C@@H:40]([CH:42]([CH3:44])[CH3:43])[C:39]([N:38]([C@@H:33]([C@@H:34]([CH3:37])[CH2:35][CH3:36])[C@H:3]([O:2][CH3:1])[CH2:4][C:5]([N:7]2[CH2:11][CH2:10][CH2:9][C@H:8]2[C@H:12]([O:31][CH3:32])[C@@H:13]([CH3:30])[C:14](=[O:29])[NH:15][C@H:16]([C:24]2[S:25][CH:26]=[CH:27][N:28]=2)[CH2:17][C:18]2[CH:19]=[CH:20][CH:21]=[CH:22][CH:23]=2)=[O:6])[CH3:46])=[O:45])=[O:82])[CH2:80][CH2:79][CH2:78][CH2:77][CH2:76]1, predict the reactants needed to synthesize it. The reactants are: [CH3:1][O:2][C@@H:3]([C@@H:33]([N:38]([CH3:46])[C:39](=[O:45])[C@H:40]([CH:42]([CH3:44])[CH3:43])[NH2:41])[C@@H:34]([CH3:37])[CH2:35][CH3:36])[CH2:4][C:5]([N:7]1[CH2:11][CH2:10][CH2:9][C@H:8]1[C@H:12]([O:31][CH3:32])[C@@H:13]([CH3:30])[C:14](=[O:29])[NH:15][C@H:16]([C:24]1[S:25][CH:26]=[CH:27][N:28]=1)[CH2:17][C:18]1[CH:23]=[CH:22][CH:21]=[CH:20][CH:19]=1)=[O:6].CN([P+](Br)(N(C)C)N(C)C)C.F[P-](F)(F)(F)(F)F.C(N(C(C)C)CC)(C)C.[NH2:74][C:75]1([C:81](O)=[O:82])[CH2:80][CH2:79][CH2:78][CH2:77][CH2:76]1. (5) Given the product [CH:10]1[C:11]2[C:20]3[CH2:19][CH2:18][CH:17]([NH:21][C:22](=[O:29])[C:23]4[CH:28]=[CH:27][CH:26]=[CH:25][CH:24]=4)[CH2:16][C:15]=3[CH:14]=[N:13][C:12]=2[NH:8][N:9]=1, predict the reactants needed to synthesize it. The reactants are: COC1C=CC(C[N:8]2[C:12]3[N:13]=[CH:14][C:15]4[CH2:16][CH:17]([NH:21][C:22](=[O:29])[C:23]5[CH:28]=[CH:27][CH:26]=[CH:25][CH:24]=5)[CH2:18][CH2:19][C:20]=4[C:11]=3[CH:10]=[N:9]2)=CC=1.FC(F)(F)C(O)=O. (6) Given the product [Cl:12][C:8]1[N:7]=[C:6]([CH:2]([CH3:3])[C:1]#[N:4])[CH:11]=[CH:10][CH:9]=1.[Cl:12][C:8]1[N:7]=[C:6]([C:2]([C:29]2[CH:28]=[CH:27][CH:26]=[C:23]([Cl:25])[N:17]=2)([CH3:3])[C:1]#[N:4])[CH:11]=[CH:10][CH:9]=1, predict the reactants needed to synthesize it. The reactants are: [C:1](#[N:4])[CH2:2][CH3:3].Cl[C:6]1[CH:11]=[CH:10][CH:9]=[C:8]([Cl:12])[N:7]=1.C[Si]([N-:17][Si](C)(C)C)(C)C.[K+].[CH2:23]([Cl:25])Cl.[CH3:26][CH2:27][CH2:28][CH2:29]CC. (7) Given the product [Cl:2][C:3]1[CH:8]=[C:7]([C:9]([F:12])([F:11])[F:10])[CH:6]=[C:5]([Cl:13])[C:4]=1[NH:14][C:15](=[NH:1])[C:16]([F:22])([F:21])[C:17]([F:20])([F:19])[F:18], predict the reactants needed to synthesize it. The reactants are: [NH3:1].[Cl:2][C:3]1[CH:8]=[C:7]([C:9]([F:12])([F:11])[F:10])[CH:6]=[C:5]([Cl:13])[C:4]=1[N:14]=[C:15](Cl)[C:16]([F:22])([F:21])[C:17]([F:20])([F:19])[F:18]. (8) Given the product [ClH:1].[CH2:4]1[C:5]2[C:16]3[CH:15]=[CH:14][CH:13]=[CH:12][C:11]=3[NH:17][C:6]=2[CH2:7][CH2:8][NH:3]1, predict the reactants needed to synthesize it. The reactants are: [ClH:1].O.[NH:3]1[CH2:8][CH2:7][C:6](=O)[CH2:5][CH2:4]1.Cl.[C:11]1([NH:17]N)[CH:16]=[CH:15][CH:14]=[CH:13][CH:12]=1.